From a dataset of Full USPTO retrosynthesis dataset with 1.9M reactions from patents (1976-2016). Predict the reactants needed to synthesize the given product. (1) Given the product [NH2:11][C@H:12]1[CH2:17][C@@H:16]([C:18]([N:20]2[CH2:25][CH2:24][O:23][CH2:22][CH2:21]2)=[O:19])[CH2:15][N:14]([C:26]([O:28][C:29]([CH3:32])([CH3:31])[CH3:30])=[O:27])[CH2:13]1, predict the reactants needed to synthesize it. The reactants are: C(OC([NH:11][C@H:12]1[CH2:17][C@@H:16]([C:18]([N:20]2[CH2:25][CH2:24][O:23][CH2:22][CH2:21]2)=[O:19])[CH2:15][N:14]([C:26]([O:28][C:29]([CH3:32])([CH3:31])[CH3:30])=[O:27])[CH2:13]1)=O)C1C=CC=CC=1. (2) The reactants are: [NH2:1][C@@H:2]1[C:5]([CH3:7])([CH3:6])[N:4](C([Si](C)(C)C)[Si](C)(C)C)[C:3]1=[O:17].CCN(C(C)C)C(C)C.[CH:27]1([CH2:33][CH2:34][CH2:35][CH2:36][O:37][C:38](N2C=CC=CC2=O)=[O:39])[CH2:32][CH2:31][CH2:30][CH2:29][CH2:28]1.C1(CCCCO)CCCCC1. Given the product [CH:27]1([CH2:33][CH2:34][CH2:35][CH2:36][O:37][C:38](=[O:39])[NH:1][C@H:2]2[C:3](=[O:17])[NH:4][C:5]2([CH3:7])[CH3:6])[CH2:32][CH2:31][CH2:30][CH2:29][CH2:28]1, predict the reactants needed to synthesize it. (3) Given the product [OH:12][CH2:11][C:7]1[CH:6]=[C:5]2[C:10](=[CH:9][CH:8]=1)[C:2](=[O:1])[O:3][CH2:4]2, predict the reactants needed to synthesize it. The reactants are: [O:1]=[C:2]1[C:10]2[C:5](=[CH:6][C:7]([C:11](O)=[O:12])=[CH:8][CH:9]=2)[CH2:4][O:3]1.C(N1C=CN=C1)(N1C=CN=C1)=O.[BH4-].[Na+].